This data is from Catalyst prediction with 721,799 reactions and 888 catalyst types from USPTO. The task is: Predict which catalyst facilitates the given reaction. (1) Reactant: [Cl:1][C:2]1[N:10]=[C:9]2[C:5]([NH:6][CH:7]=[N:8]2)=[C:4]([Cl:11])[N:3]=1.O[CH:13]1[CH2:18][CH2:17][N:16]([C:19]([O:21][C:22]([CH3:25])([CH3:24])[CH3:23])=[O:20])[CH2:15][CH2:14]1.C1(P(C2C=CC=CC=2)C2C=CC=CC=2)C=CC=CC=1.CC(OC(/N=N/C(OC(C)C)=O)=O)C. Product: [Cl:1][C:2]1[N:10]=[C:9]2[C:5]([N:6]=[CH:7][N:8]2[CH:13]2[CH2:18][CH2:17][N:16]([C:19]([O:21][C:22]([CH3:25])([CH3:24])[CH3:23])=[O:20])[CH2:15][CH2:14]2)=[C:4]([Cl:11])[N:3]=1. The catalyst class is: 7. (2) Reactant: [OH:1][C:2]1[CH:3]=[C:4]2[C:9](=[CH:10][CH:11]=1)[CH:8]=[C:7]([C:12]1[CH:17]=[CH:16][N:15]=[C:14]([C:18]([O:20][CH3:21])=[O:19])[CH:13]=1)[CH:6]=[CH:5]2.C(=O)([O-])[O-].[Cs+].[Cs+].Cl[CH2:29][C:30]1[C:31]([C:38]2[C:43]([Cl:44])=[CH:42][CH:41]=[CH:40][C:39]=2[Cl:45])=[N:32][O:33][C:34]=1[CH:35]([CH3:37])[CH3:36].C(OCC)(=O)C. Product: [Cl:44][C:43]1[CH:42]=[CH:41][CH:40]=[C:39]([Cl:45])[C:38]=1[C:31]1[C:30]([CH2:29][O:1][C:2]2[CH:3]=[C:4]3[C:9](=[CH:10][CH:11]=2)[CH:8]=[C:7]([C:12]2[CH:17]=[CH:16][N:15]=[C:14]([C:18]([O:20][CH3:21])=[O:19])[CH:13]=2)[CH:6]=[CH:5]3)=[C:34]([CH:35]([CH3:37])[CH3:36])[O:33][N:32]=1. The catalyst class is: 35. (3) Reactant: [CH:1](=O)[C:2]1[CH:7]=[CH:6][CH:5]=[CH:4][CH:3]=1.N1CCC[C@H]1C(O)=O.CCOC(C1CC(C(OCC)=O)=C(C)NC=1C)=O.[C:35]1(=[O:42])[CH2:40][CH2:39][CH2:38][C:37](=[O:41])[CH2:36]1. Product: [CH2:1]([CH:36]1[C:37](=[O:41])[CH2:38][CH2:39][CH2:40][C:35]1=[O:42])[C:2]1[CH:7]=[CH:6][CH:5]=[CH:4][CH:3]=1. The catalyst class is: 2. (4) Reactant: [Li].C([O:4][C:5](=[O:18])[C:6](O)=[CH:7][C:8]([C:10]1[CH:15]=[CH:14][C:13]([Cl:16])=[CH:12][CH:11]=1)=O)C.Cl.[Cl:20][C:21]1[CH:26]=[CH:25][CH:24]=[CH:23][C:22]=1[NH:27][NH2:28].[OH-].[K+].Cl. Product: [Cl:20][C:21]1[CH:26]=[CH:25][CH:24]=[CH:23][C:22]=1[N:27]1[C:8]([C:10]2[CH:11]=[CH:12][C:13]([Cl:16])=[CH:14][CH:15]=2)=[CH:7][C:6]([C:5]([OH:4])=[O:18])=[N:28]1. The catalyst class is: 8. (5) Reactant: [O:1]1[CH2:6][CH2:5][N:4]([S:7]([C:10]2[CH:11]=[C:12]([CH:17]=[CH:18][CH:19]=2)[C:13]([NH:15][NH2:16])=[O:14])(=[O:9])=[O:8])[CH2:3][CH2:2]1.[N:20]1[CH:25]=[CH:24][CH:23]=[C:22]([C:26](=O)[CH3:27])[CH:21]=1. Product: [O:1]1[CH2:6][CH2:5][N:4]([S:7]([C:10]2[CH:11]=[C:12]([CH:17]=[CH:18][CH:19]=2)[C:13]([NH:15]/[N:16]=[C:26](/[C:22]2[CH:21]=[N:20][CH:25]=[CH:24][CH:23]=2)\[CH3:27])=[O:14])(=[O:9])=[O:8])[CH2:3][CH2:2]1. The catalyst class is: 130.